Dataset: NCI-60 drug combinations with 297,098 pairs across 59 cell lines. Task: Regression. Given two drug SMILES strings and cell line genomic features, predict the synergy score measuring deviation from expected non-interaction effect. (1) Drug 1: CC1C(C(=O)NC(C(=O)N2CCCC2C(=O)N(CC(=O)N(C(C(=O)O1)C(C)C)C)C)C(C)C)NC(=O)C3=C4C(=C(C=C3)C)OC5=C(C(=O)C(=C(C5=N4)C(=O)NC6C(OC(=O)C(N(C(=O)CN(C(=O)C7CCCN7C(=O)C(NC6=O)C(C)C)C)C)C(C)C)C)N)C. Drug 2: CS(=O)(=O)OCCCCOS(=O)(=O)C. Cell line: HOP-62. Synergy scores: CSS=12.1, Synergy_ZIP=-0.114, Synergy_Bliss=10.4, Synergy_Loewe=-8.39, Synergy_HSA=2.40. (2) Drug 1: CC1=C(C(=O)C2=C(C1=O)N3CC4C(C3(C2COC(=O)N)OC)N4)N. Drug 2: C1C(C(OC1N2C=NC(=NC2=O)N)CO)O. Cell line: SK-MEL-2. Synergy scores: CSS=61.5, Synergy_ZIP=-5.63, Synergy_Bliss=-4.84, Synergy_Loewe=-14.9, Synergy_HSA=-0.672. (3) Drug 1: CCC1(CC2CC(C3=C(CCN(C2)C1)C4=CC=CC=C4N3)(C5=C(C=C6C(=C5)C78CCN9C7C(C=CC9)(C(C(C8N6C=O)(C(=O)OC)O)OC(=O)C)CC)OC)C(=O)OC)O.OS(=O)(=O)O. Drug 2: C1=CC=C(C(=C1)C(C2=CC=C(C=C2)Cl)C(Cl)Cl)Cl. Cell line: UO-31. Synergy scores: CSS=0.215, Synergy_ZIP=0.197, Synergy_Bliss=0.172, Synergy_Loewe=-2.10, Synergy_HSA=-1.78. (4) Drug 1: CN1C2=C(C=C(C=C2)N(CCCl)CCCl)N=C1CCCC(=O)O.Cl. Drug 2: CN(C(=O)NC(C=O)C(C(C(CO)O)O)O)N=O. Cell line: NCI-H226. Synergy scores: CSS=2.58, Synergy_ZIP=-2.39, Synergy_Bliss=-2.37, Synergy_Loewe=-0.542, Synergy_HSA=-0.691. (5) Drug 1: CC1CCC2CC(C(=CC=CC=CC(CC(C(=O)C(C(C(=CC(C(=O)CC(OC(=O)C3CCCCN3C(=O)C(=O)C1(O2)O)C(C)CC4CCC(C(C4)OC)O)C)C)O)OC)C)C)C)OC. Drug 2: C1=NNC2=C1C(=O)NC=N2. Cell line: SNB-19. Synergy scores: CSS=20.8, Synergy_ZIP=-0.699, Synergy_Bliss=-2.23, Synergy_Loewe=-66.7, Synergy_HSA=-1.14. (6) Drug 1: C1CN1C2=NC(=NC(=N2)N3CC3)N4CC4. Drug 2: CCC1(C2=C(COC1=O)C(=O)N3CC4=CC5=C(C=CC(=C5CN(C)C)O)N=C4C3=C2)O.Cl. Cell line: NCI-H322M. Synergy scores: CSS=9.90, Synergy_ZIP=-1.56, Synergy_Bliss=1.56, Synergy_Loewe=-7.06, Synergy_HSA=-1.77. (7) Drug 1: C1=NC(=NC(=O)N1C2C(C(C(O2)CO)O)O)N. Drug 2: CC1CCCC2(C(O2)CC(NC(=O)CC(C(C(=O)C(C1O)C)(C)C)O)C(=CC3=CSC(=N3)C)C)C. Synergy scores: CSS=47.7, Synergy_ZIP=0.0607, Synergy_Bliss=0.203, Synergy_Loewe=-0.573, Synergy_HSA=5.76. Cell line: ACHN.